This data is from NCI-60 drug combinations with 297,098 pairs across 59 cell lines. The task is: Regression. Given two drug SMILES strings and cell line genomic features, predict the synergy score measuring deviation from expected non-interaction effect. (1) Drug 1: C1=CC=C(C(=C1)C(C2=CC=C(C=C2)Cl)C(Cl)Cl)Cl. Drug 2: CC1C(C(CC(O1)OC2CC(CC3=C2C(=C4C(=C3O)C(=O)C5=CC=CC=C5C4=O)O)(C(=O)C)O)N)O. Cell line: SK-MEL-2. Synergy scores: CSS=40.2, Synergy_ZIP=-6.83, Synergy_Bliss=-9.79, Synergy_Loewe=-18.9, Synergy_HSA=-10.6. (2) Drug 1: C1CC(C1)(C(=O)O)C(=O)O.[NH2-].[NH2-].[Pt+2]. Drug 2: C(CC(=O)O)C(=O)CN.Cl. Cell line: SF-268. Synergy scores: CSS=4.08, Synergy_ZIP=-5.31, Synergy_Bliss=-2.53, Synergy_Loewe=-3.50, Synergy_HSA=-2.11. (3) Drug 1: CC1CCC2CC(C(=CC=CC=CC(CC(C(=O)C(C(C(=CC(C(=O)CC(OC(=O)C3CCCCN3C(=O)C(=O)C1(O2)O)C(C)CC4CCC(C(C4)OC)O)C)C)O)OC)C)C)C)OC. Drug 2: CN(C(=O)NC(C=O)C(C(C(CO)O)O)O)N=O. Cell line: U251. Synergy scores: CSS=18.6, Synergy_ZIP=-2.32, Synergy_Bliss=3.53, Synergy_Loewe=-12.4, Synergy_HSA=0.198. (4) Drug 1: CN(C)N=NC1=C(NC=N1)C(=O)N. Drug 2: CN1C(=O)N2C=NC(=C2N=N1)C(=O)N. Cell line: TK-10. Synergy scores: CSS=-1.40, Synergy_ZIP=1.88, Synergy_Bliss=1.63, Synergy_Loewe=-3.49, Synergy_HSA=-2.23. (5) Drug 1: CC12CCC3C(C1CCC2=O)CC(=C)C4=CC(=O)C=CC34C. Drug 2: CCC1=C2CN3C(=CC4=C(C3=O)COC(=O)C4(CC)O)C2=NC5=C1C=C(C=C5)O. Cell line: SNB-75. Synergy scores: CSS=49.6, Synergy_ZIP=-7.25, Synergy_Bliss=-3.28, Synergy_Loewe=-23.1, Synergy_HSA=-1.14. (6) Drug 1: CC1CCC2CC(C(=CC=CC=CC(CC(C(=O)C(C(C(=CC(C(=O)CC(OC(=O)C3CCCCN3C(=O)C(=O)C1(O2)O)C(C)CC4CCC(C(C4)OC)OCCO)C)C)O)OC)C)C)C)OC. Drug 2: C1=NNC2=C1C(=O)NC=N2. Cell line: SF-268. Synergy scores: CSS=4.16, Synergy_ZIP=-3.73, Synergy_Bliss=-5.30, Synergy_Loewe=-15.3, Synergy_HSA=-6.26. (7) Drug 1: CC1=C2C(C(=O)C3(C(CC4C(C3C(C(C2(C)C)(CC1OC(=O)C(C(C5=CC=CC=C5)NC(=O)OC(C)(C)C)O)O)OC(=O)C6=CC=CC=C6)(CO4)OC(=O)C)OC)C)OC. Drug 2: CS(=O)(=O)C1=CC(=C(C=C1)C(=O)NC2=CC(=C(C=C2)Cl)C3=CC=CC=N3)Cl. Cell line: M14. Synergy scores: CSS=53.3, Synergy_ZIP=7.28, Synergy_Bliss=6.11, Synergy_Loewe=-32.3, Synergy_HSA=4.09.